Dataset: Reaction yield outcomes from USPTO patents with 853,638 reactions. Task: Predict the reaction yield, written as a fraction of the theoretical maximum amount of product (1.0 means a 100% yield; for example, 0.34 means a 34% yield). (1) The reactants are S([O-])(O)(=O)=O.[Br:6][C:7]1[CH:8]=[CH:9][C:10]2[C:19]([N:20]=1)=[C:18]1[C:13]([CH:14]=[CH:15][CH:16]=[N+:17]1[CH3:21])=[CH:12][CH:11]=2.[OH-:22].[Na+]. The catalyst is [Fe-3](C#N)(C#N)(C#N)(C#N)(C#N)C#N.[K+].[K+].[K+]. The product is [Br:6][C:7]1[CH:8]=[CH:9][C:10]2[C:19]([N:20]=1)=[C:18]1[C:13]([CH:14]=[CH:15][C:16](=[O:22])[N:17]1[CH3:21])=[CH:12][CH:11]=2. The yield is 0.820. (2) The catalyst is CC#N. The product is [Cl:12][CH2:13][CH2:14][CH2:15][N:4]1[C:5]2[CH:10]=[CH:9][CH:8]=[CH:7][C:6]=2[O:1][CH2:2][C:3]1=[O:11]. The reactants are [O:1]1[C:6]2[CH:7]=[CH:8][CH:9]=[CH:10][C:5]=2[NH:4][C:3](=[O:11])[CH2:2]1.[Cl:12][CH2:13][CH2:14][CH2:15]I.C([O-])([O-])=O.[Cs+].[Cs+]. The yield is 0.880. (3) The reactants are [F:1][C:2]1[C:3]([C:15]2[N:16]([CH:21]([CH3:23])[CH3:22])[C:17]([CH3:20])=[N:18][CH:19]=2)=[N:4][C:5]([NH:8][CH:9]2[CH2:14][CH2:13][NH:12][CH2:11][CH2:10]2)=[N:6][CH:7]=1.[S:24](Cl)(Cl)(=[O:26])=[O:25].[NH2:29][CH2:30][CH2:31][N:32]1[CH2:36][CH2:35][CH2:34][CH2:33]1. The catalyst is C(Cl)Cl. The product is [F:1][C:2]1[C:3]([C:15]2[N:16]([CH:21]([CH3:23])[CH3:22])[C:17]([CH3:20])=[N:18][CH:19]=2)=[N:4][C:5]([NH:8][CH:9]2[CH2:10][CH2:11][N:12]([S:24]([NH:29][CH2:30][CH2:31][N:32]3[CH2:36][CH2:35][CH2:34][CH2:33]3)(=[O:26])=[O:25])[CH2:13][CH2:14]2)=[N:6][CH:7]=1. The yield is 0.330. (4) The reactants are CN(C(ON1N=NC2C=CC=NC1=2)=[N+](C)C)C.F[P-](F)(F)(F)(F)F.[CH3:25][O:26][C:27]1[CH:28]=[C:29]2[C:34](=[CH:35][CH:36]=1)[CH:33]=[C:32]([S:37]([N:40]1[CH2:45][CH2:44][N:43]3[CH:46]=[CH:47][CH:48]=[C:42]3[CH:41]1[CH2:49][C:50]([OH:52])=O)(=[O:39])=[O:38])[CH:31]=[CH:30]2.[NH:53]1[CH2:57][CH2:56][N:55]=[C:54]1[C:58]1[CH:63]=[CH:62][C:61]([CH2:64][CH2:65][NH2:66])=[CH:60][CH:59]=1.CCN(C(C)C)C(C)C. The catalyst is C1COCC1. The product is [NH:55]1[CH2:56][CH2:57][N:53]=[C:54]1[C:58]1[CH:59]=[CH:60][C:61]([CH2:64][CH2:65][NH:66][C:50](=[O:52])[CH2:49][CH:41]2[N:40]([S:37]([C:32]3[CH:31]=[CH:30][C:29]4[C:34](=[CH:35][CH:36]=[C:27]([O:26][CH3:25])[CH:28]=4)[CH:33]=3)(=[O:38])=[O:39])[CH2:45][CH2:44][N:43]3[CH:46]=[CH:47][CH:48]=[C:42]23)=[CH:62][CH:63]=1. The yield is 0.350. (5) The reactants are [S:1]1[C:5]([CH:6]=O)=[CH:4][C:3]2[CH:8]=[CH:9][CH:10]=[CH:11][C:2]1=2.[C:12](Br)(Br)([Br:14])[Br:13].C1(P(C2C=CC=CC=2)C2C=CC=CC=2)C=CC=CC=1. The catalyst is C(Cl)Cl. The product is [Br:13][C:12]([Br:14])=[CH:6][C:5]1[S:1][C:2]2[CH:11]=[CH:10][CH:9]=[CH:8][C:3]=2[CH:4]=1. The yield is 0.670.